From a dataset of Forward reaction prediction with 1.9M reactions from USPTO patents (1976-2016). Predict the product of the given reaction. (1) Given the reactants Br[C:2]1(Br)[C:10]2[C:5](=[N:6][C:7]([Cl:11])=[CH:8][CH:9]=2)[NH:4][C:3]1=[O:12].BrC1(Br)C2C(=NC(Cl)=C(Br)C=2)NC1=O, predict the reaction product. The product is: [Cl:11][C:7]1[N:6]=[C:5]2[NH:4][C:3](=[O:12])[CH2:2][C:10]2=[CH:9][CH:8]=1. (2) Given the reactants C(C1C=C([NH:17][C:18](=[O:40])[C:19]([C:21]2[C:30]3[C:25](=[CH:26][CH:27]=[CH:28][CH:29]=3)[C:24]([O:31][CH2:32][CH2:33][N:34]3[CH2:39][CH2:38][O:37][CH2:36][CH2:35]3)=[CH:23][CH:22]=2)=[O:20])N(C2C=CC(C)=CC=2)N=1)(C)(C)C.COC(=O)C(C1C2C(=CC=CC=2)C(OCCN2CCOCC2)=CC=1)=O.N[C:67]1[C:68]([O:82][CH3:83])=[C:69]([NH:77][S:78]([CH3:81])(=[O:80])=[O:79])[CH:70]=[C:71]([C:73]([CH3:76])([CH3:75])[CH3:74])[CH:72]=1, predict the reaction product. The product is: [C:73]([C:71]1[CH:70]=[C:69]([NH:77][S:78]([CH3:81])(=[O:80])=[O:79])[C:68]([O:82][CH3:83])=[C:67]([NH:17][C:18](=[O:40])[C:19]([C:21]2[C:30]3[C:29](=[CH:28][CH:27]=[CH:26][CH:25]=3)[C:24]([O:31][CH2:32][CH2:33][N:34]3[CH2:39][CH2:38][O:37][CH2:36][CH2:35]3)=[CH:23][CH:22]=2)=[O:20])[CH:72]=1)([CH3:76])([CH3:74])[CH3:75]. (3) Given the reactants [C:1]([C:4]1[NH:8][N:7]=[C:6]([O:9][S:10]([C:13]2[CH:18]=[CH:17][C:16]([CH3:19])=[CH:15][CH:14]=2)(=[O:12])=[O:11])[C:5]=1[C:20]([CH3:23])([CH3:22])[CH3:21])(=O)[CH3:2].[F:24][C:25]1[CH:34]=[CH:33][C:32]([F:35])=[CH:31][C:26]=1[C:27]([NH:29][NH2:30])=O, predict the reaction product. The product is: [C:20]([C:5]1[C:6]([O:9][S:10]([C:13]2[CH:18]=[CH:17][C:16]([CH3:19])=[CH:15][CH:14]=2)(=[O:12])=[O:11])=[N:7][N:8]2[C:4]=1[C:1]([CH3:2])=[N:30][N:29]=[C:27]2[C:26]1[CH:31]=[C:32]([F:35])[CH:33]=[CH:34][C:25]=1[F:24])([CH3:23])([CH3:22])[CH3:21]. (4) Given the reactants [C:1]([NH:8][C:9]1[S:10][CH:11]=[C:12]([C:14]([O:16][CH2:17][P:18]([O:23][CH2:24][CH3:25])([O:20][CH2:21][CH3:22])=[O:19])=[O:15])[N:13]=1)([O:3][C:4]([CH3:7])([CH3:6])[CH3:5])=[O:2].[Br:26]Br, predict the reaction product. The product is: [C:1]([NH:8][C:9]1[S:10][C:11]([Br:26])=[C:12]([C:14]([O:16][CH2:17][P:18]([O:23][CH2:24][CH3:25])([O:20][CH2:21][CH3:22])=[O:19])=[O:15])[N:13]=1)([O:3][C:4]([CH3:6])([CH3:7])[CH3:5])=[O:2]. (5) Given the reactants [OH:1][CH2:2][C:3]1[CH:8]=[CH:7][C:6](B(O)O)=[CH:5][CH:4]=1.FC(F)(F)S(O[C:18]1[CH:22]=[CH:21][N:20]([CH3:23])[N:19]=1)(=O)=O.C(=O)([O-])[O-].[Cs+].[Cs+].C(O)C, predict the reaction product. The product is: [CH3:23][N:20]1[CH:21]=[CH:22][C:18]([C:6]2[CH:7]=[CH:8][C:3]([CH2:2][OH:1])=[CH:4][CH:5]=2)=[N:19]1. (6) The product is: [ClH:33].[F:1][C:2]1[CH:19]=[CH:18][C:5]([CH2:6][C:7]2[C:16]3[C:11](=[CH:12][CH:13]=[CH:14][CH:15]=3)[C:10](=[O:17])[NH:9][N:8]=2)=[CH:4][C:3]=1[C:20]([N:22]1[CH2:25][CH:24]([CH2:26][N:27]2[CH2:28][CH2:29][CH2:30][CH2:31][CH2:32]2)[CH2:23]1)=[O:21]. Given the reactants [F:1][C:2]1[CH:19]=[CH:18][C:5]([CH2:6][C:7]2[C:16]3[C:11](=[CH:12][CH:13]=[CH:14][CH:15]=3)[C:10](=[O:17])[NH:9][N:8]=2)=[CH:4][C:3]=1[C:20]([N:22]1[CH2:25][CH:24]([CH2:26][N:27]2[CH2:32][CH2:31][CH2:30][CH2:29][CH2:28]2)[CH2:23]1)=[O:21].[ClH:33], predict the reaction product. (7) Given the reactants Br[C:2]1[CH:3]=[C:4]([CH:17]=[C:18]([N:20]([CH3:25])[S:21]([CH3:24])(=[O:23])=[O:22])[CH:19]=1)[C:5]([NH:7][C@@H:8]([C:10]1[CH:15]=[CH:14][C:13]([F:16])=[CH:12][CH:11]=1)[CH3:9])=[O:6].[CH3:26][N:27](C=O)C, predict the reaction product. The product is: [C:26]([C:2]1[CH:3]=[C:4]([CH:17]=[C:18]([N:20]([CH3:25])[S:21]([CH3:24])(=[O:23])=[O:22])[CH:19]=1)[C:5]([NH:7][C@@H:8]([C:10]1[CH:15]=[CH:14][C:13]([F:16])=[CH:12][CH:11]=1)[CH3:9])=[O:6])#[N:27].